From a dataset of Full USPTO retrosynthesis dataset with 1.9M reactions from patents (1976-2016). Predict the reactants needed to synthesize the given product. (1) Given the product [F:1][C:2]([F:39])([F:40])[CH2:3][O:4][CH2:5][CH2:6][O:7][CH2:8][CH2:9][O:10][CH2:11][CH2:12][O:13][CH2:14][CH2:15][O:16][CH2:17][CH2:18][O:19][CH2:20][CH2:21][O:22][CH2:23][CH2:24][O:25][CH2:26][CH2:27][O:28][CH2:29][CH2:30][OH:31], predict the reactants needed to synthesize it. The reactants are: [F:1][C:2]([F:40])([F:39])[CH2:3][O:4][CH2:5][CH2:6][O:7][CH2:8][CH2:9][O:10][CH2:11][CH2:12][O:13][CH2:14][CH2:15][O:16][CH2:17][CH2:18][O:19][CH2:20][CH2:21][O:22][CH2:23][CH2:24][O:25][CH2:26][CH2:27][O:28][CH2:29][CH2:30][O:31]CC1C=CC=CC=1. (2) Given the product [C:13]([N:4]1[CH:5]=[C:6]2[O:11][CH2:10][CH2:9][O:8][C:7]2=[C:3]1[CH:1]=[O:2])([O:15][C:16]([CH3:19])([CH3:18])[CH3:17])=[O:12], predict the reactants needed to synthesize it. The reactants are: [CH:1]([C:3]1[NH:4][CH:5]=[C:6]2[O:11][CH2:10][CH2:9][O:8][C:7]=12)=[O:2].[O:12](C(OC(C)(C)C)=O)[C:13]([O:15][C:16]([CH3:19])([CH3:18])[CH3:17])=O.C(N(CC)CC)C.